The task is: Predict the reaction yield, written as a fraction of the theoretical maximum amount of product (1.0 means a 100% yield; for example, 0.34 means a 34% yield).. This data is from Reaction yield outcomes from USPTO patents with 853,638 reactions. The reactants are [CH3:1][O:2][C:3]1[CH:23]=[C:22]([O:24][CH3:25])[CH:21]=[CH:20][C:4]=1[CH2:5][NH:6][C:7]1[C:8]2[S:15][CH:14]=[C:13]([C:16]([O:18]C)=[O:17])[C:9]=2[N:10]=[CH:11][N:12]=1.C1COCC1.CO.[OH-].[Na+]. The catalyst is CCOC(C)=O. The product is [CH3:1][O:2][C:3]1[CH:23]=[C:22]([O:24][CH3:25])[CH:21]=[CH:20][C:4]=1[CH2:5][NH:6][C:7]1[C:8]2[S:15][CH:14]=[C:13]([C:16]([OH:18])=[O:17])[C:9]=2[N:10]=[CH:11][N:12]=1. The yield is 0.610.